This data is from TCR-epitope binding with 47,182 pairs between 192 epitopes and 23,139 TCRs. The task is: Binary Classification. Given a T-cell receptor sequence (or CDR3 region) and an epitope sequence, predict whether binding occurs between them. The epitope is RAKFKQLL. The TCR CDR3 sequence is CAISLTLLGQRDQETQYF. Result: 1 (the TCR binds to the epitope).